Dataset: Retrosynthesis with 50K atom-mapped reactions and 10 reaction types from USPTO. Task: Predict the reactants needed to synthesize the given product. (1) The reactants are: CN1CCN(c2nccc3cc4c(cc23)NCC4)CC1.Cc1nc(C)c(C(=O)O)s1. Given the product Cc1nc(C)c(C(=O)N2CCc3cc4ccnc(N5CCN(C)CC5)c4cc32)s1, predict the reactants needed to synthesize it. (2) Given the product CC1(c2ccc(O)cc2)CSc2cc(O)ccc2C1CCCOc1ccc(OCCS(=O)CCCC(F)(F)C(F)(F)F)cc1, predict the reactants needed to synthesize it. The reactants are: CC1(c2ccc(O)cc2)CSc2cc(O)ccc2C1CCCOc1ccc(OCCSCCCC(F)(F)C(F)(F)F)cc1.O=S([O-])OO. (3) Given the product Nc1cccc(C(=O)NCC(=O)NC(CC(=O)O)c2ccccc2)c1, predict the reactants needed to synthesize it. The reactants are: CCOC(=O)CC(NC(=O)CNC(=O)c1cccc(N)c1)c1ccccc1. (4) Given the product CN1CCN(c2ccc(-c3cn(S(=O)(=O)c4ccccc4)c4cc(F)ccc34)cn2)CC1, predict the reactants needed to synthesize it. The reactants are: CN1CCNCC1.O=S(=O)(c1ccccc1)n1cc(-c2ccc(Cl)nc2)c2ccc(F)cc21. (5) The reactants are: COC(=O)CC(c1ccc(F)c(OC)c1)C1CC1. Given the product COC(=O)CC(c1ccc(F)c(O)c1)C1CC1, predict the reactants needed to synthesize it. (6) Given the product NC(=O)C[C@H](NC(=O)c1ccc2ccccc2n1)C(=O)O, predict the reactants needed to synthesize it. The reactants are: NC(=O)C[C@H](N)C(=O)O.O=C(O)c1ccc2ccccc2n1. (7) Given the product COc1cc(OC)c2c(=O)[nH]c(-c3ccc(OCCNC(C)C)c(-c4ccc(S(C)=O)cc4)n3)nc2c1, predict the reactants needed to synthesize it. The reactants are: COc1cc(OC)c2c(=O)[nH]c(-c3ccc(OCCNC(C)C)c(-c4ccc(SC)cc4)n3)nc2c1.O=S([O-])OO. (8) Given the product CC1(C)NC(=O)N(CCCl)C1=O, predict the reactants needed to synthesize it. The reactants are: CC1(C)NC(=O)NC1=O.ClCCCl.